This data is from Catalyst prediction with 721,799 reactions and 888 catalyst types from USPTO. The task is: Predict which catalyst facilitates the given reaction. (1) Reactant: C([O-])(=O)C.[K+].Br[C:7]1[C:20]2[S:19][C:18]3[C:13](=[CH:14][C:15]([N+:21]([O-:23])=[O:22])=[CH:16][CH:17]=3)[S:12][C:11]=2[CH:10]=[CH:9][CH:8]=1.Cl[C:25]1[CH:30]=[C:29]([N:31]2[CH2:36][CH2:35][O:34][CH2:33][CH2:32]2)[CH:28]=[C:27]([O:37][CH2:38][C:39]2[CH:44]=[CH:43][C:42]([O:45][CH3:46])=[CH:41][CH:40]=2)[N:26]=1.C(=O)([O-])[O-].[K+].[K+].C1(P(C2CCCCC2)C2C=CC=CC=2C2C(C(C)C)=CC(C(C)C)=CC=2C(C)C)CCCCC1. Product: [CH3:46][O:45][C:42]1[CH:41]=[CH:40][C:39]([CH2:38][O:37][C:27]2[CH:28]=[C:29]([N:31]3[CH2:32][CH2:33][O:34][CH2:35][CH2:36]3)[CH:30]=[C:25]([C:7]3[C:20]4[S:19][C:18]5[C:13](=[CH:14][C:15]([N+:21]([O-:23])=[O:22])=[CH:16][CH:17]=5)[S:12][C:11]=4[CH:10]=[CH:9][CH:8]=3)[N:26]=2)=[CH:44][CH:43]=1. The catalyst class is: 872. (2) Reactant: [F:1][C:2]1[CH:7]=[C:6]([F:8])[CH:5]=[CH:4][C:3]=1[N:9]1[C:13]([C:14]2[S:23][C:22]3[C:21]4[N:24]=[C:25]([C:28]5[CH:29]=[N:30][C:31](F)=[CH:32][CH:33]=5)[CH:26]=[CH:27][C:20]=4[O:19][CH2:18][CH2:17][C:16]=3[CH:15]=2)=[N:12][CH:11]=[N:10]1.[NH:35]1[CH2:39][CH2:38][CH2:37][CH2:36]1.CCN(C(C)C)C(C)C. Product: [F:1][C:2]1[CH:7]=[C:6]([F:8])[CH:5]=[CH:4][C:3]=1[N:9]1[C:13]([C:14]2[S:23][C:22]3[C:21]4[N:24]=[C:25]([C:28]5[CH:29]=[N:30][C:31]([N:35]6[CH2:39][CH2:38][CH2:37][CH2:36]6)=[CH:32][CH:33]=5)[CH:26]=[CH:27][C:20]=4[O:19][CH2:18][CH2:17][C:16]=3[CH:15]=2)=[N:12][CH:11]=[N:10]1. The catalyst class is: 37.